Dataset: Forward reaction prediction with 1.9M reactions from USPTO patents (1976-2016). Task: Predict the product of the given reaction. Given the reactants CC([PH+](C(C)(C)C)CCCS([O-])(=O)=O)(C)C.[Cl:17][C:18]1[CH:19]=[C:20](B(O)O)[CH:21]=[N:22][CH:23]=1.Br[C:28]1[CH:45]=[C:44]2[C:31]([CH2:32][C:33]3([C:37]42[N:41]=[C:40]([NH2:42])[C:39]([CH3:43])=[N:38]4)[CH2:36][CH2:35][CH2:34]3)=[CH:30][CH:29]=1.CC1CCCO1.C([O-])([O-])=O.[K+].[K+], predict the reaction product. The product is: [Cl:17][C:18]1[CH:19]=[C:20]([C:28]2[CH:45]=[C:44]3[C:31]([CH2:32][C:33]4([C:37]53[N:41]=[C:40]([NH2:42])[C:39]([CH3:43])=[N:38]5)[CH2:36][CH2:35][CH2:34]4)=[CH:30][CH:29]=2)[CH:21]=[N:22][CH:23]=1.